Dataset: Full USPTO retrosynthesis dataset with 1.9M reactions from patents (1976-2016). Task: Predict the reactants needed to synthesize the given product. (1) Given the product [ClH:33].[CH3:32][N:2]([CH3:1])[C:3]1([C:26]2[CH:31]=[CH:30][CH:29]=[CH:28][CH:27]=2)[CH2:8][CH2:7][CH:6]([CH2:9][NH:10][C:11](=[O:25])[CH2:12][CH2:13][CH2:14][C:15]2[C:23]3[C:18](=[CH:19][CH:20]=[C:21]([F:24])[CH:22]=3)[NH:17][CH:16]=2)[CH2:5][CH2:4]1.[CH3:32][N:2]([CH3:1])[C:3]1([C:26]2[CH:31]=[CH:30][CH:29]=[CH:28][CH:27]=2)[CH2:8][CH2:7][CH:6]([CH2:9][NH:10][C:11](=[O:25])[CH2:12][CH2:13][CH2:14][C:15]2[C:23]3[C:18](=[CH:19][CH:20]=[C:21]([F:24])[CH:22]=3)[NH:17][CH:16]=2)[CH2:5][CH2:4]1, predict the reactants needed to synthesize it. The reactants are: [CH3:1][N:2]([CH3:32])[C:3]1([C:26]2[CH:31]=[CH:30][CH:29]=[CH:28][CH:27]=2)[CH2:8][CH2:7][CH:6]([CH2:9][NH:10][C:11](=[O:25])[CH2:12][CH2:13][CH2:14][C:15]2[C:23]3[C:18](=[CH:19][CH:20]=[C:21]([F:24])[CH:22]=3)[NH:17][CH:16]=2)[CH2:5][CH2:4]1.[Cl:33][Si](C)(C)C.CCOCC. (2) Given the product [C:1]1([CH:9]=[CH:10][C:11]2[CH:17]=[CH:16][C:14]([OH:15])=[CH:13][CH:12]=2)[CH:8]=[C:6]([OH:7])[CH:5]=[C:3]([OH:4])[CH:2]=1.[CH2:84]([OH:85])[C@H:54]1[O:55][C@@H:56]2[O:61][C@H:62]3[C@H:67]([OH:68])[C@@H:66]([OH:69])[C@@H:65]([O:70][C@H:71]4[C@H:77]([OH:78])[C@@H:76]([OH:79])[C@@H:74]([O:75][C@H:20]5[C@H:21]([OH:93])[C@@H:22]([OH:92])[C@@H:23]([O:25][C@H:26]6[C@H:31]([OH:32])[C@@H:30]([OH:33])[C@@H:29]([O:34][C@H:35]7[C@H:40]([OH:41])[C@@H:39]([OH:42])[C@@H:38]([O:43][C@H:44]8[C@H:49]([OH:50])[C@@H:48]([OH:51])[C@@H:47]([O:52][C@H:53]1[C@H:58]([OH:59])[C@H:57]2[OH:60])[O:46][C@@H:45]8[CH2:86][OH:87])[O:37][C@@H:36]7[CH2:88][OH:89])[O:28][C@@H:27]6[CH2:90][OH:91])[O:24][C@@H:19]5[CH2:18][OH:94])[O:73][C@@H:72]4[CH2:80][OH:81])[O:64][C@@H:63]3[CH2:82][OH:83].[NH2:95][CH2:96][C:97]([OH:99])=[O:98], predict the reactants needed to synthesize it. The reactants are: [C:1]1([CH:9]=[CH:10][C:11]2[CH:17]=[CH:16][C:14]([OH:15])=[CH:13][CH:12]=2)[CH:8]=[C:6]([OH:7])[CH:5]=[C:3]([OH:4])[CH:2]=1.[CH2:18]([OH:94])[C@H:19]1[O:24][C@@H:23]2[O:25][C@H:26]3[C@H:31]([OH:32])[C@@H:30]([OH:33])[C@@H:29]([O:34][C@H:35]4[C@H:40]([OH:41])[C@@H:39]([OH:42])[C@@H:38]([O:43][C@H:44]5[C@H:49]([OH:50])[C@@H:48]([OH:51])[C@@H:47]([O:52][C@H:53]6[C@H:58]([OH:59])[C@@H:57]([OH:60])[C@@H:56]([O:61][C@H:62]7[C@H:67]([OH:68])[C@@H:66]([OH:69])[C@@H:65]([O:70][C@H:71]8[C@H:77]([OH:78])[C@@H:76]([OH:79])[C@@H:74]([O:75][C@H:20]1[C@H:21]([OH:93])[C@H:22]2[OH:92])[O:73][C@@H:72]8[CH2:80][OH:81])[O:64][C@@H:63]7[CH2:82][OH:83])[O:55][C@@H:54]6[CH2:84][OH:85])[O:46][C@@H:45]5[CH2:86][OH:87])[O:37][C@@H:36]4[CH2:88][OH:89])[O:28][C@@H:27]3[CH2:90][OH:91].[NH2:95][CH2:96][C:97]([OH:99])=[O:98]. (3) Given the product [CH3:14][C:15]1[CH:19]=[C:18]([C:20]([O:22][CH2:23][CH3:24])=[O:21])[N:17]([C:2]2[CH:3]=[CH:4][C:5]3[C:10](=[CH:9][CH:8]=[CH:7][CH:6]=3)[CH:1]=2)[N:16]=1, predict the reactants needed to synthesize it. The reactants are: [CH:1]1[C:10]2[C:5](=[CH:6][CH:7]=[CH:8][CH:9]=2)[CH:4]=[CH:3][C:2]=1B(O)O.[CH3:14][C:15]1[CH:19]=[C:18]([C:20]([O:22][CH2:23][CH3:24])=[O:21])[NH:17][N:16]=1.N1C=CC=CC=1. (4) Given the product [O:8]([C:7]1[C:2]([N:14]2[CH2:15][CH2:16][N:11]([CH3:10])[CH2:12][CH2:13]2)=[N:3][CH:4]=[CH:5][CH:6]=1)[CH3:9], predict the reactants needed to synthesize it. The reactants are: Cl[C:2]1[C:7]([O:8][CH3:9])=[CH:6][CH:5]=[CH:4][N:3]=1.[CH3:10][N:11]1[CH2:16][CH2:15][NH:14][CH2:13][CH2:12]1.C1C=CC(P(C2C(C3C(P(C4C=CC=CC=4)C4C=CC=CC=4)=CC=C4C=3C=CC=C4)=C3C(C=CC=C3)=CC=2)C2C=CC=CC=2)=CC=1.C([O-])([O-])=O.[Cs+].[Cs+]. (5) Given the product [CH3:22][N:23]([CH:24]1[CH2:29][CH2:28][O:27][CH2:26][CH2:25]1)[C:19]([CH:16]1[CH2:17][CH2:18][N:13]([C:8]2[CH:9]=[N:10][CH:11]=[CH:12][C:7]=2[N:5]2[CH:6]=[C:2]([CH3:1])[CH:3]=[N:4]2)[CH2:14][CH2:15]1)=[O:20], predict the reactants needed to synthesize it. The reactants are: [CH3:1][C:2]1[CH:3]=[N:4][N:5]([C:7]2[CH:12]=[CH:11][N:10]=[CH:9][C:8]=2[N:13]2[CH2:18][CH2:17][CH:16]([C:19](O)=[O:20])[CH2:15][CH2:14]2)[CH:6]=1.[CH3:22][NH:23][CH:24]1[CH2:29][CH2:28][O:27][CH2:26][CH2:25]1.CN(C(ON1N=NC2C=CC=NC1=2)=[N+](C)C)C.F[P-](F)(F)(F)(F)F.CCN(C(C)C)C(C)C.